From a dataset of Reaction yield outcomes from USPTO patents with 853,638 reactions. Predict the reaction yield, written as a fraction of the theoretical maximum amount of product (1.0 means a 100% yield; for example, 0.34 means a 34% yield). (1) The reactants are [Cl:1][C:2]1[C:7]([Cl:8])=[CH:6][CH:5]=[CH:4][C:3]=1[N:9]1[CH2:14][CH2:13][N:12]([CH2:15][CH2:16][CH2:17][CH2:18][O:19][C:20]2[CH:25]=[CH:24][C:23]([CH3:26])=[C:22]([N+:27]([O-])=O)[CH:21]=2)[CH2:11][CH2:10]1.[Cl-].[NH4+]. The catalyst is CCO.O.[Fe]. The product is [Cl:1][C:2]1[C:7]([Cl:8])=[CH:6][CH:5]=[CH:4][C:3]=1[N:9]1[CH2:10][CH2:11][N:12]([CH2:15][CH2:16][CH2:17][CH2:18][O:19][C:20]2[CH:25]=[CH:24][C:23]([CH3:26])=[C:22]([CH:21]=2)[NH2:27])[CH2:13][CH2:14]1. The yield is 0.900. (2) The product is [NH2:39][C:34]1[CH:35]=[CH:36][CH:37]=[CH:38][C:33]=1[NH:40][C:9](=[O:11])[CH:8]=[CH:7][CH:6]=[CH:5][CH2:4][CH:3]([O:2][CH3:1])[C:12]1[CH:17]=[CH:16][C:15]([N:18]([CH3:20])[CH3:19])=[CH:14][CH:13]=1. The catalyst is C1COCC1.C(OCC)(=O)C. The reactants are [CH3:1][O:2][CH:3]([C:12]1[CH:17]=[CH:16][C:15]([N:18]([CH3:20])[CH3:19])=[CH:14][CH:13]=1)[CH2:4][CH:5]=[CH:6][CH:7]=[CH:8][C:9]([OH:11])=O.C(N1C=CN=C1)(N1C=CN=C1)=O.[C:33]1([NH2:40])[CH:38]=[CH:37][CH:36]=[CH:35][C:34]=1[NH2:39].FC(F)(F)C(O)=O. The yield is 0.420. (3) The reactants are [C:1]1([CH2:7][C:8](Cl)=[O:9])[CH:6]=[CH:5][CH:4]=[CH:3][CH:2]=1.[S-:11][C:12]#[N:13].[K+].C1(C)C=CC=CC=1.C(O)C.[NH2:25][C:26]1[CH:47]=[CH:46][C:29]([O:30][C:31]2[CH:32]=[CH:33][C:34]3[N:35]([CH:37]=[C:38]([NH:40][C:41]([CH:43]4[CH2:45][CH2:44]4)=[O:42])[N:39]=3)[N:36]=2)=[CH:28][CH:27]=1. The catalyst is C(#N)C.[Cl-].[Na+].O. The product is [C:1]1([CH2:7][C:8]([NH:13][C:12]([NH:25][C:26]2[CH:47]=[CH:46][C:29]([O:30][C:31]3[CH:32]=[CH:33][C:34]4[N:35]([CH:37]=[C:38]([NH:40][C:41]([CH:43]5[CH2:44][CH2:45]5)=[O:42])[N:39]=4)[N:36]=3)=[CH:28][CH:27]=2)=[S:11])=[O:9])[CH:6]=[CH:5][CH:4]=[CH:3][CH:2]=1. The yield is 0.510. (4) The reactants are Br[C:2]1[CH:7]=[CH:6][C:5]([N+:8]([O-:10])=[O:9])=[CH:4][C:3]=1[N:11]([CH2:15][C:16]([CH3:18])=[CH2:17])[C:12](=[O:14])[CH3:13].C([O-])=O.[Na+].C([O-])(=O)C.[Na+]. The catalyst is O.[Cl-].C([N+](CC)(CC)CC)C.CN(C=O)C.C([O-])(=O)C.[Pd+2].C([O-])(=O)C. The product is [CH3:17][C:16]1([CH3:18])[C:2]2[C:3](=[CH:4][C:5]([N+:8]([O-:10])=[O:9])=[CH:6][CH:7]=2)[N:11]([C:12](=[O:14])[CH3:13])[CH2:15]1. The yield is 0.880.